Dataset: Reaction yield outcomes from USPTO patents with 853,638 reactions. Task: Predict the reaction yield, written as a fraction of the theoretical maximum amount of product (1.0 means a 100% yield; for example, 0.34 means a 34% yield). (1) The reactants are [C:1]([O:5][C:6]([N:8]1[CH2:13][CH2:12][CH:11]([O:14][C:15]2[CH:20]=[CH:19][CH:18]=[C:17]([NH2:21])[CH:16]=2)[CH2:10][CH:9]1[CH3:22])=[O:7])([CH3:4])([CH3:3])[CH3:2].C(N(CC)CC)C.[Cl:30][C:31]1[CH:39]=[C:38]([F:40])[CH:37]=[CH:36][C:32]=1[C:33](Cl)=[O:34]. The catalyst is O1CCOCC1. The product is [C:1]([O:5][C:6]([N:8]1[CH2:13][CH2:12][CH:11]([O:14][C:15]2[CH:20]=[CH:19][CH:18]=[C:17]([NH:21][C:33](=[O:34])[C:32]3[CH:36]=[CH:37][C:38]([F:40])=[CH:39][C:31]=3[Cl:30])[CH:16]=2)[CH2:10][CH:9]1[CH3:22])=[O:7])([CH3:4])([CH3:2])[CH3:3]. The yield is 1.00. (2) The reactants are [NH:1]1[CH2:6][CH2:5][C:4](=[O:7])[CH2:3][CH2:2]1.C([O-])([O-])=O.[K+].[K+].[C:14]([O:18][C:19]([N:21]1[CH2:26][CH2:25][CH:24]([CH2:27][CH2:28]OS(C)(=O)=O)[CH2:23][CH2:22]1)=[O:20])([CH3:17])([CH3:16])[CH3:15].O. The catalyst is CC#N.CCOC(C)=O. The product is [C:14]([O:18][C:19]([N:21]1[CH2:26][CH2:25][CH:24]([CH2:27][CH2:28][N:1]2[CH2:6][CH2:5][C:4](=[O:7])[CH2:3][CH2:2]2)[CH2:23][CH2:22]1)=[O:20])([CH3:17])([CH3:16])[CH3:15]. The yield is 0.420.